Task: Predict which catalyst facilitates the given reaction.. Dataset: Catalyst prediction with 721,799 reactions and 888 catalyst types from USPTO (1) Reactant: [Cl:1][C:2]1[CH:7]=[CH:6][C:5]([CH:8](O)[C:9]2[CH:10]=[C:11]([C:20]([OH:22])=[O:21])[C:12](=[O:19])[N:13]3[C:18]=2[CH:17]=[CH:16][CH:15]=[CH:14]3)=[CH:4][CH:3]=1.C([SiH](CC)CC)C.FC(F)(F)C(O)=O.O. Product: [Cl:1][C:2]1[CH:3]=[CH:4][C:5]([CH2:8][C:9]2[CH:10]=[C:11]([C:20]([OH:22])=[O:21])[C:12](=[O:19])[N:13]3[C:18]=2[CH:17]=[CH:16][CH:15]=[CH:14]3)=[CH:6][CH:7]=1. The catalyst class is: 2. (2) Reactant: C1COCC1.[CH3:6][O:7][C:8]1[CH:17]=[CH:16][C:15]2[C:10](=[CH:11][CH:12]=[C:13](Br)[CH:14]=2)[N:9]=1.[F:19][C:20]([F:29])([F:28])[CH:21]1[CH2:26][CH2:25][C:24](=[O:27])[CH2:23][CH2:22]1. Product: [CH3:6][O:7][C:8]1[CH:17]=[CH:16][C:15]2[C:10](=[CH:11][CH:12]=[C:13]([C:24]3([OH:27])[CH2:23][CH2:22][CH:21]([C:20]([F:28])([F:29])[F:19])[CH2:26][CH2:25]3)[CH:14]=2)[N:9]=1. The catalyst class is: 81. (3) Reactant: [F:1][C:2]1[CH:7]=[CH:6][C:5]([S:8]([NH:11][C:12]2[C:21]([C:22]([O:24][CH3:25])=[O:23])=[C:20]3[C:15]([CH:16]4[CH2:26][CH:17]4[CH2:18][O:19]3)=[CH:14][CH:13]=2)(=[O:10])=[O:9])=[C:4]([N+:27]([O-:29])=[O:28])[CH:3]=1.[H-].[Na+].Cl[C:33]([O:35][CH3:36])=[O:34].C(=O)(O)[O-].[Na+]. Product: [CH3:36][O:35][C:33]([N:11]([C:12]1[C:21]([C:22]([O:24][CH3:25])=[O:23])=[C:20]2[C:15]([CH:16]3[CH2:26][CH:17]3[CH2:18][O:19]2)=[CH:14][CH:13]=1)[S:8]([C:5]1[CH:6]=[CH:7][C:2]([F:1])=[CH:3][C:4]=1[N+:27]([O-:29])=[O:28])(=[O:10])=[O:9])=[O:34]. The catalyst class is: 1. (4) Reactant: [H-].[Na+].[CH3:3][C:4]1([CH3:13])[CH2:9][C:8]([CH3:11])([CH3:10])[CH2:7][CH:6]([OH:12])[CH2:5]1.F[C:15]1[CH:20]=[CH:19][C:18]([N+:21]([O-:23])=[O:22])=[CH:17][CH:16]=1. Product: [CH3:10][C:8]1([CH3:11])[CH2:9][C:4]([CH3:13])([CH3:3])[CH2:5][CH:6]([O:12][C:15]2[CH:20]=[CH:19][C:18]([N+:21]([O-:23])=[O:22])=[CH:17][CH:16]=2)[CH2:7]1. The catalyst class is: 9. (5) Reactant: [OH:1][C:2]1([CH2:5][CH2:6][O:7][C:8]2[CH:13]=[CH:12][C:11]([C:14]3[C:15]4[CH:22]=[C:21]([CH2:23][O:24][C:25]5[CH:30]=[CH:29][C:28]([C@@H:31]([C:38]#[C:39][CH3:40])[CH2:32][C:33]([O:35]CC)=[O:34])=[CH:27][CH:26]=5)[CH:20]=[CH:19][C:16]=4[S:17][CH:18]=3)=[C:10]([CH3:41])[CH:9]=2)[CH2:4][CH2:3]1.[Li+].[OH-].Cl. The catalyst class is: 14. Product: [OH:1][C:2]1([CH2:5][CH2:6][O:7][C:8]2[CH:13]=[CH:12][C:11]([C:14]3[C:15]4[CH:22]=[C:21]([CH2:23][O:24][C:25]5[CH:26]=[CH:27][C:28]([C@@H:31]([C:38]#[C:39][CH3:40])[CH2:32][C:33]([OH:35])=[O:34])=[CH:29][CH:30]=5)[CH:20]=[CH:19][C:16]=4[S:17][CH:18]=3)=[C:10]([CH3:41])[CH:9]=2)[CH2:4][CH2:3]1. (6) Reactant: [OH:1][C:2]1[CH:9]=[CH:8][C:5]([CH:6]=[O:7])=[CH:4][CH:3]=1.Br[CH2:11][CH2:12][CH2:13][O:14][CH2:15][C:16]1[CH:21]=[CH:20][CH:19]=[CH:18][CH:17]=1.C(=O)([O-])[O-].[Cs+].[Cs+].[I-].[Na+]. Product: [CH2:15]([O:14][CH2:13][CH2:12][CH2:11][O:1][C:2]1[CH:9]=[CH:8][C:5]([CH:6]=[O:7])=[CH:4][CH:3]=1)[C:16]1[CH:21]=[CH:20][CH:19]=[CH:18][CH:17]=1. The catalyst class is: 35. (7) Reactant: [ClH:1].CCOC(C)=O.[C:8]1([N:18]2[CH2:23][CH2:22][N:21]([CH2:24][CH2:25][CH2:26][CH:27]3[CH2:32][CH2:31][N:30](C(OC(C)(C)C)=O)[CH2:29][CH2:28]3)[CH2:20][CH2:19]2)[C:17]2[C:12](=[CH:13][CH:14]=[CH:15][CH:16]=2)[CH:11]=[CH:10][N:9]=1. Product: [ClH:1].[ClH:1].[NH:30]1[CH2:31][CH2:32][CH:27]([CH2:26][CH2:25][CH2:24][N:21]2[CH2:20][CH2:19][N:18]([C:8]3[C:17]4[C:12](=[CH:13][CH:14]=[CH:15][CH:16]=4)[CH:11]=[CH:10][N:9]=3)[CH2:23][CH2:22]2)[CH2:28][CH2:29]1. The catalyst class is: 25. (8) Reactant: Br[C:2]1[CH:7]=[CH:6][C:5]([N+:8]([O-:10])=[O:9])=[CH:4][C:3]=1[O:11][CH3:12].CC([O-])(C)C.[Na+].C1C=CC(P(C2C(C3C(P(C4C=CC=CC=4)C4C=CC=CC=4)=CC=C4C=3C=CC=C4)=C3C(C=CC=C3)=CC=2)C2C=CC=CC=2)=CC=1.[NH:65]1[CH2:70][CH2:69][O:68][CH2:67][CH2:66]1. Product: [CH3:12][O:11][C:3]1[CH:4]=[C:5]([N+:8]([O-:10])=[O:9])[CH:6]=[CH:7][C:2]=1[N:65]1[CH2:70][CH2:69][O:68][CH2:67][CH2:66]1. The catalyst class is: 101. (9) Reactant: [CH:1]1([N:6]2[C:14]3[C:13]([C:15]#[N:16])=[CH:12][N:11]=[C:10]([O:17][CH3:18])[C:9]=3[C:8]([C:19]3[CH:20]=[N:21][NH:22][CH:23]=3)=[CH:7]2)[CH2:5][CH2:4][CH2:3][CH2:2]1.[H-].[Na+].Br[CH2:27][C:28]([NH2:30])=[O:29].O. Product: [C:15]([C:13]1[C:14]2[N:6]([CH:1]3[CH2:5][CH2:4][CH2:3][CH2:2]3)[CH:7]=[C:8]([C:19]3[CH:20]=[N:21][N:22]([CH2:27][C:28]([NH2:30])=[O:29])[CH:23]=3)[C:9]=2[C:10]([O:17][CH3:18])=[N:11][CH:12]=1)#[N:16]. The catalyst class is: 1.